From a dataset of Catalyst prediction with 721,799 reactions and 888 catalyst types from USPTO. Predict which catalyst facilitates the given reaction. (1) Reactant: [F:1][C:2]([F:40])([F:39])[C@H:3]([N:26]1[CH2:30][CH2:29][C@H:28]([NH:31]C(=O)OC(C)(C)C)[CH2:27]1)[C:4]1[CH:5]=[CH:6][C:7]2[N:8]([C:10]([C:13]3[CH:22]=[CH:21][C:20]4[C:15](=[CH:16][C:17]([O:24][CH3:25])=[C:18]([CH3:23])[CH:19]=4)[N:14]=3)=[N:11][N:12]=2)[CH:9]=1. Product: [F:39][C:2]([F:1])([F:40])[C@H:3]([N:26]1[CH2:30][CH2:29][C@H:28]([NH2:31])[CH2:27]1)[C:4]1[CH:5]=[CH:6][C:7]2[N:8]([C:10]([C:13]3[CH:22]=[CH:21][C:20]4[C:15](=[CH:16][C:17]([O:24][CH3:25])=[C:18]([CH3:23])[CH:19]=4)[N:14]=3)=[N:11][N:12]=2)[CH:9]=1. The catalyst class is: 67. (2) The catalyst class is: 276. Product: [C:18]([O:17][C:16]([NH:15][C:10]1[CH:11]=[CH:12][CH:13]=[CH:14][C:9]=1[NH:8][C:6](=[O:7])[C:5]1[CH:23]=[CH:24][C:2]([C:28]2[CH:27]=[N:26][CH:31]=[CH:30][CH:29]=2)=[C:3]([F:25])[CH:4]=1)=[O:22])([CH3:21])([CH3:20])[CH3:19]. Reactant: Br[C:2]1[CH:24]=[CH:23][C:5]([C:6]([NH:8][C:9]2[CH:14]=[CH:13][CH:12]=[CH:11][C:10]=2[NH:15][C:16](=[O:22])[O:17][C:18]([CH3:21])([CH3:20])[CH3:19])=[O:7])=[CH:4][C:3]=1[F:25].[N:26]1[CH:31]=[CH:30][CH:29]=[C:28](B(O)O)[CH:27]=1.C(=O)([O-])O.[Na+]. (3) Reactant: [CH3:1][C:2]1[CH:9]=[CH:8][C:5]([C:6]#[N:7])=[CH:4][N:3]=1.C1C(=O)N([Br:17])C(=O)C1.CC(N=NC(C#N)(C)C)(C#N)C. Product: [Br:17][CH2:1][C:2]1[N:3]=[CH:4][C:5]([C:6]#[N:7])=[CH:8][CH:9]=1. The catalyst class is: 26. (4) Reactant: [Cl:1][C:2]1[CH:7]=[CH:6][C:5]([S:8][C:9]2[CH:18]=[CH:17][CH:16]=[CH:15][C:10]=2[C:11](OC)=[O:12])=[C:4]([N+:19]([O-])=O)[CH:3]=1.[Li+].[OH-].ClC1C=CC(SC2C=CC=CC=2C(O)=O)=C([N+]([O-])=O)C=1.C([O-])([O-])=O.[K+].[K+].[O-]S(S([O-])=O)=O.[Na+].[Na+]. Product: [Cl:1][C:2]1[CH:7]=[CH:6][C:5]2[S:8][C:9]3[CH:18]=[CH:17][CH:16]=[CH:15][C:10]=3[C:11](=[O:12])[NH:19][C:4]=2[CH:3]=1. The catalyst class is: 1. (5) Reactant: C1(C)C=CC=CC=1.[CH2:8]=[CH:9][CH2:10][CH2:11][CH2:12][CH2:13][CH2:14][CH3:15].C1C(I)=C(I)C(C(O)=O)=CC=1I.CCCCCCC. Product: [CH3:8][CH:9]=[CH:10][CH2:11][CH2:12][CH2:13][CH2:14][CH3:15].[CH2:8]=[CH:9][CH2:10][CH2:11][CH2:12][CH2:13][CH2:14][CH3:15].[CH3:8][CH2:9][CH2:10][CH2:11][CH2:12][CH2:13][CH2:14][CH3:15]. The catalyst class is: 5. (6) Reactant: [Cl:1][C:2]1[S:6][C:5]([CH:7]=O)=[CH:4][CH:3]=1.[NH2:9][OH:10].Cl.C([O-])([O-])=O.[Na+].[Na+]. Product: [Cl:1][C:2]1[S:6][C:5](/[CH:7]=[N:9]/[OH:10])=[CH:4][CH:3]=1. The catalyst class is: 8.